This data is from Full USPTO retrosynthesis dataset with 1.9M reactions from patents (1976-2016). The task is: Predict the reactants needed to synthesize the given product. (1) Given the product [CH3:40][N:35]1[CH2:34][CH2:33][CH:32]([O:31][C:27]2[CH:26]=[C:25]([CH:23]([O:22][C:16]3[CH:15]=[C:14]([N:11]4[C:10]5[CH:38]=[CH:39][C:7]([C:5]6[CH:4]=[N:3][N:2]([CH3:1])[CH:6]=6)=[CH:8][C:9]=5[N:13]=[CH:12]4)[S:18][C:17]=3[C:19]([NH2:21])=[O:20])[CH3:24])[CH:30]=[CH:29][CH:28]=2)[CH2:37][CH2:36]1, predict the reactants needed to synthesize it. The reactants are: [CH3:1][N:2]1[CH:6]=[C:5]([C:7]2[CH:39]=[CH:38][C:10]3[N:11]([C:14]4[S:18][C:17]([C:19]([NH2:21])=[O:20])=[C:16]([O:22][CH:23]([C:25]5[CH:30]=[CH:29][CH:28]=[C:27]([O:31][CH:32]6[CH2:37][CH2:36][NH:35][CH2:34][CH2:33]6)[CH:26]=5)[CH3:24])[CH:15]=4)[CH:12]=[N:13][C:9]=3[CH:8]=2)[CH:4]=[N:3]1.[C:40](O)(=O)C.C=O.[Na].[OH-].[Na+]. (2) Given the product [CH:2]([N:15]1[CH:16]=[CH:17][N:18]=[C:14]1[N+:11]([O-:13])=[O:12])([CH3:4])[CH3:3], predict the reactants needed to synthesize it. The reactants are: Br[CH:2]([CH3:4])[CH3:3].C([O-])([O-])=O.[K+].[K+].[N+:11]([C:14]1[NH:15][CH:16]=[CH:17][N:18]=1)([O-:13])=[O:12].O.